From a dataset of Forward reaction prediction with 1.9M reactions from USPTO patents (1976-2016). Predict the product of the given reaction. (1) Given the reactants Br[C:2]1[CH:3]=[C:4]2[C:9](=[C:10]([O:12]COCC[Si](C)(C)C)[CH:11]=1)[N:8]=[CH:7][N:6](COCC[Si](C)(C)C)[C:5]2=[O:29].[Br-].[CH2:31]([Zn+])[CH:32]([CH3:34])[CH3:33].[Br-].C([Zn+])C1C=CC=CC=1, predict the reaction product. The product is: [OH:12][C:10]1[CH:11]=[C:2]([CH2:31][CH:32]([CH3:34])[CH3:33])[CH:3]=[C:4]2[C:9]=1[N:8]=[CH:7][NH:6][C:5]2=[O:29]. (2) The product is: [C:3]1([C@H:2]([NH:9][C:11]2[CH:12]=[C:13]3[C:17]4=[C:18]([CH2:20][S:21][CH2:22][CH2:23][N:16]4[C@H:15]4[CH2:24][CH2:25][NH:26][CH2:27][C@@H:14]34)[CH:19]=2)[CH3:1])[CH:8]=[CH:7][CH:6]=[CH:5][CH:4]=1. Given the reactants [CH3:1][C@@H:2]([NH2:9])[C:3]1[CH:8]=[CH:7][CH:6]=[CH:5][CH:4]=1.Br[C:11]1[CH:12]=[C:13]2[C:17]3=[C:18]([CH2:20][S:21][CH2:22][CH2:23][N:16]3[C@H:15]3[CH2:24][CH2:25][N:26](C(OC(C)(C)C)=O)[CH2:27][C@@H:14]23)[CH:19]=1, predict the reaction product.